This data is from Forward reaction prediction with 1.9M reactions from USPTO patents (1976-2016). The task is: Predict the product of the given reaction. Given the reactants [NH2:1][C:2]1[N:7]=[CH:6][N:5]=[C:4]([NH:8][C@H:9]([C:11]2[N:16]([C:17]3[CH:22]=[CH:21][CH:20]=[CH:19][CH:18]=3)[C:15](=[O:23])[C:14]3=[C:24]([CH3:27])[CH:25]=[CH:26][N:13]3[N:12]=2)[CH3:10])[C:3]=1Br.[F:29][C:30]1[CH:35]=[C:34]([F:36])[CH:33]=[CH:32][C:31]=1[S:37]([NH:40][C:41]1[C:42]([O:56][CH3:57])=[N:43][CH:44]=[C:45](B2OC(C)(C)C(C)(C)O2)[CH:46]=1)(=[O:39])=[O:38].C(=O)([O-])[O-].[Cs+].[Cs+], predict the reaction product. The product is: [NH2:1][C:2]1[C:3]([C:45]2[CH:46]=[C:41]([NH:40][S:37]([C:31]3[CH:32]=[CH:33][C:34]([F:36])=[CH:35][C:30]=3[F:29])(=[O:39])=[O:38])[C:42]([O:56][CH3:57])=[N:43][CH:44]=2)=[C:4]([NH:8][C@H:9]([C:11]2[N:16]([C:17]3[CH:22]=[CH:21][CH:20]=[CH:19][CH:18]=3)[C:15](=[O:23])[C:14]3=[C:24]([CH3:27])[CH:25]=[CH:26][N:13]3[N:12]=2)[CH3:10])[N:5]=[CH:6][N:7]=1.